Predict the product of the given reaction. From a dataset of Forward reaction prediction with 1.9M reactions from USPTO patents (1976-2016). Given the reactants Cl[C:2]1[N:7]=[CH:6][C:5]([C:8]([O:10][CH2:11][CH3:12])=[O:9])=[CH:4][C:3]=1[C:13]#[N:14].[CH3:15][CH:16]([NH2:18])[CH3:17].C(N(CC)CC)C, predict the reaction product. The product is: [C:13]([C:3]1[CH:4]=[C:5]([C:8]([O:10][CH2:11][CH3:12])=[O:9])[CH:6]=[N:7][C:2]=1[NH:18][CH:16]([CH3:17])[CH3:15])#[N:14].